This data is from Full USPTO retrosynthesis dataset with 1.9M reactions from patents (1976-2016). The task is: Predict the reactants needed to synthesize the given product. (1) Given the product [C:11]([O:15][C:16]([N:18]1[CH2:23][CH2:22][CH:21]([O:24][C:25]2[CH:30]=[CH:29][C:28]3[CH:36]([CH2:1][S:2]([CH3:5])(=[O:4])=[O:3])[O:37][B:33]([OH:34])[C:27]=3[CH:26]=2)[CH2:20][CH2:19]1)=[O:17])([CH3:13])([CH3:12])[CH3:14], predict the reactants needed to synthesize it. The reactants are: [CH3:1][S:2]([CH3:5])(=[O:4])=[O:3].[Li]CCCC.[C:11]([O:15][C:16]([N:18]1[CH2:23][CH2:22][CH:21]([O:24][C:25]2[CH:30]=[CH:29][C:28](C=O)=[C:27]([B:33]3[O:37][C:36](C)(C)C(C)(C)[O:34]3)[CH:26]=2)[CH2:20][CH2:19]1)=[O:17])([CH3:14])([CH3:13])[CH3:12]. (2) Given the product [F:8][C:4]1[CH:5]=[CH:6][CH:7]=[C:2]([F:1])[C:3]=1[C:9]1[NH:17][C:16]2[CH2:15][CH2:14][N:13]([C:18]3[N:19]=[C:20]([C:24]4[CH:29]=[CH:28][CH:27]=[CH:26][N:25]=4)[S:21][C:22]=3[CH3:23])[CH2:12][C:11]=2[CH:10]=1, predict the reactants needed to synthesize it. The reactants are: [F:1][C:2]1[CH:7]=[CH:6][CH:5]=[C:4]([F:8])[C:3]=1[C:9]1[NH:17][C:16]2[CH2:15][CH2:14][N:13]([C:18]3[N:19]=[C:20]([C:24]4[CH:29]=[CH:28][CH:27]=[CH:26][N:25]=4)[S:21][C:22]=3[CH3:23])[C:12](=O)[C:11]=2[CH:10]=1.CO. (3) Given the product [Cl:15][CH2:16][CH2:17][C:18]([NH:1][C:2]1[CH:7]=[CH:6][CH:5]=[CH:4][CH:3]=1)=[O:19], predict the reactants needed to synthesize it. The reactants are: [NH2:1][C:2]1[CH:7]=[CH:6][CH:5]=[CH:4][CH:3]=1.C(=O)([O-])[O-].[K+].[K+].O.[Cl:15][CH2:16][CH2:17][C:18](Cl)=[O:19]. (4) The reactants are: Br[C:2]1[CH:3]=[C:4]2[C:9](=[CH:10][C:11]=1[F:12])[N:8]([CH3:13])[C:7](=[O:14])[CH2:6][CH2:5]2.[CH3:15][C:16]1([CH3:32])[C:20]([CH3:22])([CH3:21])[O:19][B:18]([B:18]2[O:19][C:20]([CH3:22])([CH3:21])[C:16]([CH3:32])([CH3:15])[O:17]2)[O:17]1.C([O-])(=O)C.[K+]. Given the product [F:12][C:11]1[CH:10]=[C:9]2[C:4]([CH2:5][CH2:6][C:7](=[O:14])[N:8]2[CH3:13])=[CH:3][C:2]=1[B:18]1[O:19][C:20]([CH3:22])([CH3:21])[C:16]([CH3:32])([CH3:15])[O:17]1, predict the reactants needed to synthesize it. (5) Given the product [Cl:1][C:2]1[CH:3]=[CH:4][C:5]([O:17][CH3:18])=[C:6]([C:8]2[C:12]([CH2:13][CH2:14][CH2:15][OH:16])=[CH:11][O:10][N:9]=2)[CH:7]=1, predict the reactants needed to synthesize it. The reactants are: [Cl:1][C:2]1[CH:3]=[CH:4][C:5]([O:17][CH3:18])=[C:6]([C:8]2[CH:12]3[CH2:13][CH2:14][CH2:15][O:16][CH:11]3[O:10][N:9]=2)[CH:7]=1.